Dataset: Forward reaction prediction with 1.9M reactions from USPTO patents (1976-2016). Task: Predict the product of the given reaction. (1) Given the reactants C([O:8][C:9]1[CH:10]=[C:11]([CH2:15][CH2:16][N:17]([CH2:32][C:33]2[CH:38]=[CH:37][C:36]([C:39]([CH3:42])([CH3:41])[CH3:40])=[CH:35][CH:34]=2)[C:18](=[O:31])[C:19]2[CH:24]=[C:23]([C:25]([F:28])([F:27])[F:26])[CH:22]=[C:21]([Cl:29])[C:20]=2[F:30])[CH:12]=[CH:13][CH:14]=1)C1C=CC=CC=1, predict the reaction product. The product is: [C:39]([C:36]1[CH:35]=[CH:34][C:33]([CH2:32][N:17]([CH2:16][CH2:15][C:11]2[CH:12]=[CH:13][CH:14]=[C:9]([OH:8])[CH:10]=2)[C:18](=[O:31])[C:19]2[CH:24]=[C:23]([C:25]([F:28])([F:26])[F:27])[CH:22]=[C:21]([Cl:29])[C:20]=2[F:30])=[CH:38][CH:37]=1)([CH3:42])([CH3:40])[CH3:41]. (2) Given the reactants [OH:1][C@H:2]1[CH2:19][CH2:18][C@@:17]2([CH3:20])[C:4]([CH2:5][CH2:6][C@@H:7]3[C@@H:16]2[CH2:15][CH2:14][C@@:12]2([CH3:13])[C@H:8]3[CH2:9][CH2:10][C:11]2=[O:21])=[CH:3]1.C1C=C(Cl)C=C(C(OO)=[O:30])C=1.[O-]S([O-])=O.[Na+].[Na+].C([O-])(O)=O.[Na+], predict the reaction product. The product is: [OH:1][C@H:2]1[CH2:19][CH2:18][C@@:17]2([CH3:20])[C@:4]3([O:30][C@H:5]3[CH2:6][C@@H:7]3[C@@H:16]2[CH2:15][CH2:14][C@@:12]2([CH3:13])[C@H:8]3[CH2:9][CH2:10][C:11]2=[O:21])[CH2:3]1. (3) Given the reactants [CH:1]([O:4][C:5]1[CH:28]=[CH:27][C:8]([CH2:9][O:10][C:11]2[CH:19]=[CH:18][C:17]3[N:16]4[CH2:20][CH2:21][CH:22]([CH2:23][C:24]([OH:26])=[O:25])[C:15]4=[CH:14][C:13]=3[CH:12]=2)=[CH:7][C:6]=1[C:29]([F:32])([F:31])[F:30])([CH3:3])[CH3:2].C1C(=O)N([Cl:40])C(=O)C1, predict the reaction product. The product is: [Cl:40][C:14]1[C:13]2[CH:12]=[C:11]([O:10][CH2:9][C:8]3[CH:27]=[CH:28][C:5]([O:4][CH:1]([CH3:3])[CH3:2])=[C:6]([C:29]([F:32])([F:30])[F:31])[CH:7]=3)[CH:19]=[CH:18][C:17]=2[N:16]2[CH2:20][CH2:21][CH:22]([CH2:23][C:24]([OH:26])=[O:25])[C:15]=12. (4) Given the reactants [Cl:1][C:2]1[C:7]([CH2:8]O)=[CH:6][C:5]([C:10]#[N:11])=[CH:4][C:3]=1[NH:12][C:13]1[N:18]=[C:17]([NH:19][CH:20]2[CH2:22][CH2:21]2)[C:16]2=[N:23][CH:24]=[C:25]([C:26]#[N:27])[N:15]2[N:14]=1.C1(P([N:42]=[N+:43]=[N-:44])(C2C=CC=CC=2)=O)C=CC=CC=1.C1CCN2C(=NCCC2)CC1, predict the reaction product. The product is: [N:42]([CH2:8][C:7]1[C:2]([Cl:1])=[C:3]([NH:12][C:13]2[N:18]=[C:17]([NH:19][CH:20]3[CH2:22][CH2:21]3)[C:16]3=[N:23][CH:24]=[C:25]([C:26]#[N:27])[N:15]3[N:14]=2)[CH:4]=[C:5]([C:10]#[N:11])[CH:6]=1)=[N+:43]=[N-:44].